From a dataset of Full USPTO retrosynthesis dataset with 1.9M reactions from patents (1976-2016). Predict the reactants needed to synthesize the given product. (1) The reactants are: [CH:1]([N:4]1[C:8]([C:9]2[CH:14]=[CH:13][NH:12][C:11](=S(=O)=O)[N:10]=2)=[C:7]([C:18]2[CH:23]=[CH:22][C:21]([F:24])=[CH:20][CH:19]=2)[N:6]=[CH:5]1)([CH3:3])[CH3:2].[CH:25]1([N:31]2C(C3C=CNC(=S(=O)=O)N=3)=C(C3C=CC(F)=CC=3)N=C2)[CH2:30][CH2:29][CH2:28][CH2:27][CH2:26]1. Given the product [CH:1]([N:4]1[C:8]([C:9]2[CH:14]=[CH:13][N:12]=[C:11]([NH:31][C:25]3[CH:30]=[CH:29][CH:28]=[CH:27][CH:26]=3)[N:10]=2)=[C:7]([C:18]2[CH:23]=[CH:22][C:21]([F:24])=[CH:20][CH:19]=2)[N:6]=[CH:5]1)([CH3:3])[CH3:2], predict the reactants needed to synthesize it. (2) The reactants are: [CH:1]1([C:4]2[C:19]([O:20][CH2:21][C@@H:22]([NH:27]C(=O)OC(C)(C)C)[CH2:23][CH:24]([CH3:26])[CH3:25])=[CH:18][C:7]3[N:8]([CH3:17])[C:9](=[O:16])[C:10]4[C:15]([C:6]=3[CH:5]=2)=[CH:14][CH:13]=[N:12][CH:11]=4)[CH2:3][CH2:2]1.Cl.O1CCOCC1. Given the product [NH2:27][C@@H:22]([CH2:23][CH:24]([CH3:26])[CH3:25])[CH2:21][O:20][C:19]1[C:4]([CH:1]2[CH2:3][CH2:2]2)=[CH:5][C:6]2[C:15]3[C:10](=[CH:11][N:12]=[CH:13][CH:14]=3)[C:9](=[O:16])[N:8]([CH3:17])[C:7]=2[CH:18]=1, predict the reactants needed to synthesize it.